Dataset: Full USPTO retrosynthesis dataset with 1.9M reactions from patents (1976-2016). Task: Predict the reactants needed to synthesize the given product. (1) Given the product [CH:32]1([CH2:31][NH:30][S:2]([C:5]2[CH:6]=[CH:7][C:8]([N:14]3[CH2:18][CH2:17][CH2:16][CH2:15]3)=[C:9]([CH:13]=2)[C:10]([OH:12])=[O:11])(=[O:4])=[O:3])[CH2:34][CH2:33]1, predict the reactants needed to synthesize it. The reactants are: C[S:2]([C:5]1[CH:6]=[CH:7][C:8]([N:14]2[CH2:18][CH2:17][CH2:16][CH2:15]2)=[C:9]([CH:13]=1)[C:10]([OH:12])=[O:11])(=[O:4])=[O:3].ClC1C=CC(S(=O)(=O)[NH:30][CH2:31][CH:32]2[CH2:34][CH2:33]2)=CC=1C(O)=O.N1CCCC1. (2) Given the product [CH:14]1([NH:1][N:2]2[C:11]3[C:6](=[CH:7][CH:8]=[CH:9][CH:10]=3)[C:5]([OH:12])=[CH:4][C:3]2=[O:13])[CH2:17][CH2:16][CH2:15]1, predict the reactants needed to synthesize it. The reactants are: [NH2:1][N:2]1[C:11]2[C:6](=[CH:7][CH:8]=[CH:9][CH:10]=2)[C:5]([OH:12])=[CH:4][C:3]1=[O:13].[C:14]1(=O)[CH2:17][CH2:16][CH2:15]1.C(O)(=O)C.C([BH3-])#N.[Na+]. (3) Given the product [C:10]1([C:9]#[C:1][C:3]2[CH:8]=[CH:7][N:6]=[CH:5][CH:4]=2)[CH:15]=[CH:14][CH:13]=[CH:12][CH:11]=1, predict the reactants needed to synthesize it. The reactants are: [C:1]([C:3]1[CH:8]=[CH:7][N:6]=[CH:5][CH:4]=1)#N.[C:9](#N)[C:10]1[CH:15]=[CH:14][CH:13]=[CH:12][CH:11]=1. (4) Given the product [CH3:1][S:2]([C:5]1[CH:6]=[CH:7][C:8]([CH:11]([CH2:15][CH:16]2[CH2:21][CH2:20][CH2:19][CH2:18][O:17]2)[C:12]([NH:49][C:50]2[S:51][CH:52]=[CH:53][N:54]=2)=[O:14])=[CH:9][CH:10]=1)(=[O:3])=[O:4], predict the reactants needed to synthesize it. The reactants are: [CH3:1][S:2]([C:5]1[CH:10]=[CH:9][C:8]([CH:11]([CH2:15][CH:16]2[CH2:21][CH2:20][CH2:19][CH2:18][O:17]2)[C:12]([OH:14])=O)=[CH:7][CH:6]=1)(=[O:4])=[O:3].F[P-](F)(F)(F)(F)F.N1(O[P+](N(C)C)(N(C)C)N(C)C)C2C=CC=CC=2N=N1.[NH2:49][C:50]1[S:51][CH:52]=[CH:53][N:54]=1.C(N(CC)CC)C. (5) Given the product [NH2:9][C:7]1[CH:6]=[C:5]([NH:10][C:21](=[O:22])[C:20]([F:31])([F:30])[F:19])[CH:4]=[C:3]([C:2]([F:11])([F:12])[F:1])[CH:8]=1, predict the reactants needed to synthesize it. The reactants are: [F:1][C:2]([F:12])([F:11])[C:3]1[CH:4]=[C:5]([NH2:10])[CH:6]=[C:7]([NH2:9])[CH:8]=1.N1C=CC=CC=1.[F:19][C:20]([F:31])([F:30])[C:21](O[C:21](=[O:22])[C:20]([F:31])([F:30])[F:19])=[O:22].O. (6) Given the product [Cl:19][C:16]([F:18])([F:17])[O:15][C:12]1[CH:13]=[CH:14][C:9]([NH:8][C:6](=[O:7])[C:5]2[CH:20]=[C:21]([C:22]3[NH:26][N:25]=[CH:24][CH:23]=3)[C:2]([N:31]3[CH2:32][CH:29]([N:28]([CH3:33])[CH3:27])[CH2:30]3)=[N:3][CH:4]=2)=[CH:10][CH:11]=1, predict the reactants needed to synthesize it. The reactants are: Cl[C:2]1[C:21]([C:22]2[NH:26][N:25]=[CH:24][CH:23]=2)=[CH:20][C:5]([C:6]([NH:8][C:9]2[CH:14]=[CH:13][C:12]([O:15][C:16]([Cl:19])([F:18])[F:17])=[CH:11][CH:10]=2)=[O:7])=[CH:4][N:3]=1.[CH3:27][N:28]([CH3:33])[CH:29]1[CH2:32][NH:31][CH2:30]1.